From a dataset of Reaction yield outcomes from USPTO patents with 853,638 reactions. Predict the reaction yield, written as a fraction of the theoretical maximum amount of product (1.0 means a 100% yield; for example, 0.34 means a 34% yield). (1) The reactants are [F:1][C:2]1[CH:7]=[CH:6][CH:5]=[C:4]([F:8])[C:3]=1[C:9]1[N:14]=[C:13]([C:15]([OH:17])=O)[CH:12]=[CH:11][C:10]=1[F:18].[NH2:19][C:20]1[C:21]([N:29]2[CH2:34][CH2:33][CH2:32][C@H:31]([NH:35]C(=O)OC(C)(C)C)[CH2:30]2)=[C:22]2[CH2:28][CH2:27][O:26][C:23]2=[N:24][CH:25]=1.CN(C(ON1N=NC2C=CC=NC1=2)=[N+](C)C)C.F[P-](F)(F)(F)(F)F.CCN(C(C)C)C(C)C. The catalyst is CN(C=O)C. The product is [NH2:35][C@H:31]1[CH2:32][CH2:33][CH2:34][N:29]([C:21]2[C:20]([NH:19][C:15]([C:13]3[CH:12]=[CH:11][C:10]([F:18])=[C:9]([C:3]4[C:4]([F:8])=[CH:5][CH:6]=[CH:7][C:2]=4[F:1])[N:14]=3)=[O:17])=[CH:25][N:24]=[C:23]3[O:26][CH2:27][CH2:28][C:22]=23)[CH2:30]1. The yield is 0.220. (2) The reactants are [CH3:1][C:2]1[CH:7]=[C:6]([CH3:8])[NH:5][C:4](=[O:9])[C:3]=1[CH2:10][NH:11][C:12]([C:14]1[C:15]2[CH:28]=[N:27][N:26]([CH:29]([CH3:31])[CH3:30])[C:16]=2[N:17]=[C:18]([C:20]2[CH2:21][CH2:22][NH:23][CH2:24][CH:25]=2)[CH:19]=1)=[O:13].O=[C:33]1[CH2:38][CH2:37][N:36]([C:39]([O:41][C:42]([CH3:45])([CH3:44])[CH3:43])=[O:40])[CH2:35][CH2:34]1.C(O)(=O)C.[BH3-]C#N.[Na+]. The catalyst is CO. The product is [CH3:1][C:2]1[CH:7]=[C:6]([CH3:8])[NH:5][C:4](=[O:9])[C:3]=1[CH2:10][NH:11][C:12]([C:14]1[CH:19]=[C:18]([C:20]2[CH2:21][CH2:22][N:23]([CH:33]3[CH2:38][CH2:37][N:36]([C:39]([O:41][C:42]([CH3:45])([CH3:44])[CH3:43])=[O:40])[CH2:35][CH2:34]3)[CH2:24][CH:25]=2)[N:17]=[C:16]2[N:26]([CH:29]([CH3:31])[CH3:30])[N:27]=[CH:28][C:15]=12)=[O:13]. The yield is 0.345. (3) The reactants are [CH3:1][N:2]1[C:10]2[N:9]=[C:8]([O:11][CH2:12][CH2:13][O:14][C:15]3[CH:20]=[CH:19][CH:18]=[C:17]([O:21][C:22]([F:25])([F:24])[F:23])[CH:16]=3)[N:7](COCC[Si](C)(C)C)[C:6]=2[C:5](=[O:34])[N:4]([CH2:35][CH2:36][CH2:37][O:38][CH:39]2[CH2:44][CH2:43][CH2:42][CH2:41][O:40]2)[C:3]1=[O:45].CCCC[N+](CCCC)(CCCC)CCCC.[F-]. The catalyst is C1COCC1. The product is [CH3:1][N:2]1[C:10]2[N:9]=[C:8]([O:11][CH2:12][CH2:13][O:14][C:15]3[CH:20]=[CH:19][CH:18]=[C:17]([O:21][C:22]([F:24])([F:23])[F:25])[CH:16]=3)[NH:7][C:6]=2[C:5](=[O:34])[N:4]([CH2:35][CH2:36][CH2:37][O:38][CH:39]2[CH2:44][CH2:43][CH2:42][CH2:41][O:40]2)[C:3]1=[O:45]. The yield is 0.937. (4) The reactants are [N:1]1[C:10]2[C:5](=[CH:6][CH:7]=[CH:8][CH:9]=2)[CH:4]=[CH:3][C:2]=1[N:11]1[CH2:14][CH:13]([NH:15]C(=O)OC(C)(C)C)[CH2:12]1.[ClH:23]. The catalyst is CO. The product is [ClH:23].[N:1]1[C:10]2[C:5](=[CH:6][CH:7]=[CH:8][CH:9]=2)[CH:4]=[CH:3][C:2]=1[N:11]1[CH2:12][CH:13]([NH2:15])[CH2:14]1. The yield is 0.960.